Dataset: Reaction yield outcomes from USPTO patents with 853,638 reactions. Task: Predict the reaction yield, written as a fraction of the theoretical maximum amount of product (1.0 means a 100% yield; for example, 0.34 means a 34% yield). (1) The reactants are C([O:4][CH2:5][C:6]([NH:8][CH2:9][CH2:10][N:11]([C:13]([C:15]1[S:27][C:26]2[C:25]3[CH:24]=[CH:23][CH:22]=[CH:21][C:20]=3[N:19]([CH2:28][C:29](=[O:36])[C:30]3[CH:35]=[CH:34][CH:33]=[CH:32][CH:31]=3)[C:18](=[O:37])[C:17]=2[C:16]=1[O:38][CH3:39])=[O:14])[CH3:12])=[O:7])(=O)C.[OH-].[Na+].CO. The catalyst is C1COCC1.C(=O)([O-])O.[Na+]. The product is [OH:4][CH2:5][C:6]([NH:8][CH2:9][CH2:10][N:11]([CH3:12])[C:13]([C:15]1[S:27][C:26]2[C:25]3[CH:24]=[CH:23][CH:22]=[CH:21][C:20]=3[N:19]([CH2:28][C:29](=[O:36])[C:30]3[CH:35]=[CH:34][CH:33]=[CH:32][CH:31]=3)[C:18](=[O:37])[C:17]=2[C:16]=1[O:38][CH3:39])=[O:14])=[O:7]. The yield is 0.580. (2) The reactants are [F:1][C:2]1[CH:7]=[CH:6][C:5]([CH:8]2[C:12]3[C:13]([CH3:20])=[C:14]([NH2:19])[C:15]([CH3:18])=[C:16]([CH3:17])[C:11]=3[O:10][C:9]2([CH3:22])[CH3:21])=[CH:4][CH:3]=1.[F:23][C:24]1[CH:32]=[CH:31][C:27]([C:28](Cl)=[O:29])=[CH:26][CH:25]=1. The catalyst is C(OCC)(=O)C.CCCCCC. The product is [F:23][C:24]1[CH:32]=[CH:31][C:27]([C:28]([NH:19][C:14]2[C:15]([CH3:18])=[C:16]([CH3:17])[C:11]3[O:10][C:9]([CH3:22])([CH3:21])[CH:8]([C:5]4[CH:6]=[CH:7][C:2]([F:1])=[CH:3][CH:4]=4)[C:12]=3[C:13]=2[CH3:20])=[O:29])=[CH:26][CH:25]=1. The yield is 0.750. (3) The reactants are [Br:1][C:2]1[C:3]([CH3:18])=[C:4]([C:14]([OH:17])=[CH:15][CH:16]=1)[C:5]([NH:7][C:8]1[CH:13]=[CH:12][CH:11]=[CH:10][CH:9]=1)=[O:6].[CH2:19]=O. The catalyst is C(O)(C(F)(F)F)=O. The product is [Br:1][C:2]1[CH:16]=[CH:15][C:14]2[O:17][CH2:19][N:7]([C:8]3[CH:13]=[CH:12][CH:11]=[CH:10][CH:9]=3)[C:5](=[O:6])[C:4]=2[C:3]=1[CH3:18]. The yield is 0.450. (4) The reactants are [Br:1][C:2]1[CH:7]=[CH:6][N:5]=[C:4]([C:8]2[N:12]=[C:11]([C:13]3[N:14]=[CH:15][O:16][CH:17]=3)[NH:10][N:9]=2)[CH:3]=1.[H-].[Na+].Br[CH2:21][C:22]1[CH:27]=[CH:26][CH:25]=[CH:24][C:23]=1[F:28].C(Cl)Cl. The catalyst is CN(C=O)C.[Cl-].[Na+].O. The product is [Br:1][C:2]1[CH:7]=[CH:6][N:5]=[C:4]([C:8]2[N:12]=[C:11]([C:13]3[N:14]=[CH:15][O:16][CH:17]=3)[N:10]([CH2:21][C:22]3[CH:27]=[CH:26][CH:25]=[CH:24][C:23]=3[F:28])[N:9]=2)[CH:3]=1. The yield is 0.0100. (5) The reactants are CO[C:3](=[O:13])[C:4]1[C:9]([I:10])=[CH:8][CH:7]=[CH:6][C:5]=1[CH2:11]Br.[F:14][C:15]([F:26])([F:25])[O:16][C:17]1[CH:24]=[CH:23][C:20]([CH2:21][NH2:22])=[CH:19][CH:18]=1.C([O-])([O-])=O.[K+].[K+].C(OCC)(=O)C. The catalyst is C1(C)C=CC=CC=1.CCCCCC. The product is [I:10][C:9]1[CH:8]=[CH:7][CH:6]=[C:5]2[C:4]=1[C:3](=[O:13])[N:22]([CH2:21][C:20]1[CH:23]=[CH:24][C:17]([O:16][C:15]([F:14])([F:25])[F:26])=[CH:18][CH:19]=1)[CH2:11]2. The yield is 0.310. (6) The reactants are [CH:1]([C:4]1[CH:9]=[CH:8][C:7]([CH:10]2[C:14]3[C:15]([CH3:22])=[C:16]([NH2:21])[C:17]([CH3:20])=[C:18]([CH3:19])[C:13]=3[O:12][C:11]2([CH3:24])[CH3:23])=[CH:6][CH:5]=1)([CH3:3])[CH3:2].[CH3:25][O:26][C:27]1[CH:32]=[CH:31][C:30]([S:33](Cl)(=[O:35])=[O:34])=[CH:29][CH:28]=1.C(N(CC)CC)C. The catalyst is C(Cl)(Cl)Cl. The product is [CH:1]([C:4]1[CH:9]=[CH:8][C:7]([CH:10]2[C:14]3[C:15]([CH3:22])=[C:16]([NH:21][S:33]([C:30]4[CH:29]=[CH:28][C:27]([O:26][CH3:25])=[CH:32][CH:31]=4)(=[O:35])=[O:34])[C:17]([CH3:20])=[C:18]([CH3:19])[C:13]=3[O:12][C:11]2([CH3:24])[CH3:23])=[CH:6][CH:5]=1)([CH3:3])[CH3:2]. The yield is 0.340.